Regression. Given two drug SMILES strings and cell line genomic features, predict the synergy score measuring deviation from expected non-interaction effect. From a dataset of NCI-60 drug combinations with 297,098 pairs across 59 cell lines. (1) Drug 1: COC1=CC(=CC(=C1O)OC)C2C3C(COC3=O)C(C4=CC5=C(C=C24)OCO5)OC6C(C(C7C(O6)COC(O7)C8=CC=CS8)O)O. Drug 2: CN(C)C1=NC(=NC(=N1)N(C)C)N(C)C. Cell line: CCRF-CEM. Synergy scores: CSS=51.3, Synergy_ZIP=1.26, Synergy_Bliss=0.316, Synergy_Loewe=-44.4, Synergy_HSA=-0.968. (2) Drug 1: CNC(=O)C1=CC=CC=C1SC2=CC3=C(C=C2)C(=NN3)C=CC4=CC=CC=N4. Drug 2: N.N.Cl[Pt+2]Cl. Cell line: UACC-257. Synergy scores: CSS=-1.54, Synergy_ZIP=1.07, Synergy_Bliss=1.58, Synergy_Loewe=-2.07, Synergy_HSA=-1.48. (3) Drug 1: C1=CN(C(=O)N=C1N)C2C(C(C(O2)CO)O)O.Cl. Drug 2: CC1=C2C(C(=O)C3(C(CC4C(C3C(C(C2(C)C)(CC1OC(=O)C(C(C5=CC=CC=C5)NC(=O)C6=CC=CC=C6)O)O)OC(=O)C7=CC=CC=C7)(CO4)OC(=O)C)O)C)OC(=O)C. Cell line: MDA-MB-231. Synergy scores: CSS=31.8, Synergy_ZIP=-2.16, Synergy_Bliss=-2.03, Synergy_Loewe=2.97, Synergy_HSA=3.93. (4) Drug 1: CC1CCC2CC(C(=CC=CC=CC(CC(C(=O)C(C(C(=CC(C(=O)CC(OC(=O)C3CCCCN3C(=O)C(=O)C1(O2)O)C(C)CC4CCC(C(C4)OC)O)C)C)O)OC)C)C)C)OC. Drug 2: COC1=C2C(=CC3=C1OC=C3)C=CC(=O)O2. Cell line: SN12C. Synergy scores: CSS=14.6, Synergy_ZIP=-3.10, Synergy_Bliss=2.89, Synergy_Loewe=-19.7, Synergy_HSA=0.414. (5) Drug 1: CC1=C2C(C(=O)C3(C(CC4C(C3C(C(C2(C)C)(CC1OC(=O)C(C(C5=CC=CC=C5)NC(=O)OC(C)(C)C)O)O)OC(=O)C6=CC=CC=C6)(CO4)OC(=O)C)OC)C)OC. Drug 2: CCC1=C2CN3C(=CC4=C(C3=O)COC(=O)C4(CC)O)C2=NC5=C1C=C(C=C5)O. Cell line: UACC-257. Synergy scores: CSS=34.1, Synergy_ZIP=-0.366, Synergy_Bliss=3.41, Synergy_Loewe=6.85, Synergy_HSA=7.31. (6) Drug 1: C1CC(=O)NC(=O)C1N2CC3=C(C2=O)C=CC=C3N. Drug 2: CS(=O)(=O)CCNCC1=CC=C(O1)C2=CC3=C(C=C2)N=CN=C3NC4=CC(=C(C=C4)OCC5=CC(=CC=C5)F)Cl. Cell line: A549. Synergy scores: CSS=20.2, Synergy_ZIP=0.0267, Synergy_Bliss=2.11, Synergy_Loewe=3.88, Synergy_HSA=4.19. (7) Drug 1: CCCS(=O)(=O)NC1=C(C(=C(C=C1)F)C(=O)C2=CNC3=C2C=C(C=N3)C4=CC=C(C=C4)Cl)F. Drug 2: CN(C(=O)NC(C=O)C(C(C(CO)O)O)O)N=O. Cell line: PC-3. Synergy scores: CSS=-0.214, Synergy_ZIP=-0.665, Synergy_Bliss=-1.85, Synergy_Loewe=-3.27, Synergy_HSA=-3.23. (8) Drug 1: C1C(C(OC1N2C=NC3=C(N=C(N=C32)Cl)N)CO)O. Drug 2: C(=O)(N)NO. Cell line: SR. Synergy scores: CSS=34.5, Synergy_ZIP=0.0985, Synergy_Bliss=4.16, Synergy_Loewe=-46.5, Synergy_HSA=3.82. (9) Drug 1: C1CN(P(=O)(OC1)NCCCl)CCCl. Drug 2: CC12CCC3C(C1CCC2OP(=O)(O)O)CCC4=C3C=CC(=C4)OC(=O)N(CCCl)CCCl.[Na+]. Cell line: MCF7. Synergy scores: CSS=-8.17, Synergy_ZIP=5.56, Synergy_Bliss=4.63, Synergy_Loewe=-5.26, Synergy_HSA=-5.26.